Task: Predict the reaction yield, written as a fraction of the theoretical maximum amount of product (1.0 means a 100% yield; for example, 0.34 means a 34% yield).. Dataset: Reaction yield outcomes from USPTO patents with 853,638 reactions (1) The reactants are OS(O)(=O)=O.[C:6]([C:9]1[CH:10]=[C:11]([S:15]([NH:18][C:19]2[CH:27]=[CH:26][C:22]([C:23]([OH:25])=[O:24])=[C:21]([OH:28])[CH:20]=2)(=[O:17])=[O:16])[CH:12]=[CH:13][CH:14]=1)(=[O:8])[CH3:7].[CH3:29]O. The catalyst is CCOC(C)=O. The product is [C:6]([C:9]1[CH:10]=[C:11]([S:15]([NH:18][C:19]2[CH:27]=[CH:26][C:22]([C:23]([O:25][CH3:29])=[O:24])=[C:21]([OH:28])[CH:20]=2)(=[O:17])=[O:16])[CH:12]=[CH:13][CH:14]=1)(=[O:8])[CH3:7]. The yield is 0.310. (2) The reactants are [N:1]([C:4]1[CH:11]=[CH:10][C:7]([C:8]#[N:9])=[C:6]([S:12]([C:15]([F:18])([F:17])[F:16])(=[O:14])=[O:13])[CH:5]=1)=[C:2]=[S:3].[N:19]#[C:20][NH2:21].[Na].[CH3:23]I. The catalyst is CO. The product is [C:8]([C:7]1[CH:10]=[CH:11][C:4]([NH:1][CH:2]([S:3][CH3:23])[NH:19][C:20]#[N:21])=[CH:5][C:6]=1[S:12]([C:15]([F:18])([F:16])[F:17])(=[O:14])=[O:13])#[N:9]. The yield is 0.550.